From a dataset of Full USPTO retrosynthesis dataset with 1.9M reactions from patents (1976-2016). Predict the reactants needed to synthesize the given product. Given the product [CH2:29]([O:28][C:26]([CH:23]1[CH2:22][CH2:21][N:20]([C:18]([N:15]2[CH2:16][CH2:17][CH:12]([NH:11][C:10]3[CH:31]=[CH:32][C:7]([CH2:6][CH2:5][NH:4][CH2:61][C@H:59]([OH:60])[CH2:58][O:57][C:54]4[CH:55]=[CH:56][C:51]([OH:50])=[CH:52][CH:53]=4)=[CH:8][CH:9]=3)[CH2:13][CH2:14]2)=[O:19])[CH2:25][CH2:24]1)=[O:27])[CH3:30], predict the reactants needed to synthesize it. The reactants are: C(O)=O.[NH2:4][CH2:5][CH2:6][C:7]1[CH:32]=[CH:31][C:10]([NH:11][CH:12]2[CH2:17][CH2:16][N:15]([C:18]([N:20]3[CH2:25][CH2:24][CH:23]([C:26]([O:28][CH2:29][CH3:30])=[O:27])[CH2:22][CH2:21]3)=[O:19])[CH2:14][CH2:13]2)=[CH:9][CH:8]=1.C([Si]([O:50][C:51]1[CH:56]=[CH:55][C:54]([O:57][CH2:58][CH:59]2[CH2:61][O:60]2)=[CH:53][CH:52]=1)(C1C=CC=CC=1)C1C=CC=CC=1)(C)(C)C.